From a dataset of Catalyst prediction with 721,799 reactions and 888 catalyst types from USPTO. Predict which catalyst facilitates the given reaction. Reactant: [Cl:1][C:2]1[CH:7]=[CH:6][C:5]([S:8]([CH2:11][C:12]2[CH:17]=[C:16]([F:18])[CH:15]=[CH:14][C:13]=2[F:19])(=[O:10])=[O:9])=[CH:4][CH:3]=1.[S:20]1[CH:24]=[CH:23][CH:22]=[C:21]1[CH2:25][CH2:26]O.C(C=P(CCCC)(CCCC)CCCC)#N.CCCCCC. Product: [Cl:1][C:2]1[CH:7]=[CH:6][C:5]([S:8]([CH:11]([C:12]2[CH:17]=[C:16]([F:18])[CH:15]=[CH:14][C:13]=2[F:19])[CH2:26][CH2:25][C:21]2[S:20][CH:24]=[CH:23][CH:22]=2)(=[O:10])=[O:9])=[CH:4][CH:3]=1. The catalyst class is: 11.